This data is from Reaction yield outcomes from USPTO patents with 853,638 reactions. The task is: Predict the reaction yield, written as a fraction of the theoretical maximum amount of product (1.0 means a 100% yield; for example, 0.34 means a 34% yield). (1) The reactants are [CH3:1][C:2]([CH3:58])([CH2:10][C:11]([O:13][C@H:14]1[CH2:31][CH2:30][C@@:29]2([CH3:32])[C@@H:16]([CH2:17][CH2:18][C@:19]3([CH3:55])[C@@H:28]2[CH2:27][CH2:26][C@H:25]2[C@@:20]3([CH3:54])[CH2:21][CH2:22][C@@:23]3(/[CH:40]=[CH:41]/[C:42](=[O:53])[NH:43][C:44]4([C:47]5[N:52]=[CH:51][CH:50]=[CH:49][N:48]=5)[CH2:46][CH2:45]4)[CH2:35][C:34](=[O:36])[C:33]([CH:37]([CH3:39])[CH3:38])=[C:24]32)[C:15]1([CH3:57])[CH3:56])=[O:12])[C:3]([O:5]C(C)(C)C)=[O:4].[C:59]([OH:65])([C:61]([F:64])([F:63])[F:62])=[O:60].CC#N. The catalyst is ClCCl. The product is [C:59]([OH:65])([C:61]([F:64])([F:63])[F:62])=[O:60].[OH2:4].[CH:37]([C:33]1[C:34](=[O:36])[CH2:35][C@:23]2(/[CH:40]=[CH:41]/[C:42](=[O:53])[NH:43][C:44]3([C:47]4[N:52]=[CH:51][CH:50]=[CH:49][N:48]=4)[CH2:46][CH2:45]3)[CH2:22][CH2:21][C@:20]3([CH3:54])[C@H:25]([CH2:26][CH2:27][C@H:28]4[C@@:19]3([CH3:55])[CH2:18][CH2:17][C@@H:16]3[C@:29]4([CH3:32])[CH2:30][CH2:31][C@H:14]([O:13][C:11](=[O:12])[CH2:10][C:2]([CH3:1])([CH3:58])[C:3]([OH:5])=[O:4])[C:15]3([CH3:56])[CH3:57])[C:24]=12)([CH3:39])[CH3:38].[F:62][C:61]([F:64])([F:63])[C:59]([OH:65])=[O:60]. The yield is 0.000500. (2) The catalyst is C(#N)C. The yield is 0.680. The reactants are [C:1]([O:9][CH2:10][C@@H:11]1[C@@H:15]([O:16][C:17](=[O:24])[C:18]2[CH:23]=[CH:22][CH:21]=[CH:20][CH:19]=2)[C@H:14]([F:25])[C@H:13]([N:26]2[CH:34]=[N:33][C:32]3[C:27]2=[N:28][CH:29]=[N:30][C:31]=3[NH2:35])[C:12]1(O)[CH2:36]O)(=[O:8])[C:2]1[CH:7]=[CH:6][CH:5]=[CH:4][CH:3]=1.C([O-])(O)=O.[Na+]. The product is [C:1]([O:9][CH2:10][C@@H:11]1[C@@H:15]([O:16][C:17](=[O:24])[C:18]2[CH:23]=[CH:22][CH:21]=[CH:20][CH:19]=2)[C@H:14]([F:25])[C@H:13]([N:26]2[CH:34]=[N:33][C:32]3[C:27]2=[N:28][CH:29]=[N:30][C:31]=3[NH2:35])[C:12]1=[CH2:36])(=[O:8])[C:2]1[CH:3]=[CH:4][CH:5]=[CH:6][CH:7]=1. (3) The reactants are [Br:1][C:2]1[CH:8]=[CH:7][C:5]([NH2:6])=[C:4]([CH3:9])[CH:3]=1.[N:10]([O-])=O.[Na+].[ClH:14]. The catalyst is O. The product is [ClH:14].[Br:1][C:2]1[CH:8]=[CH:7][C:5]([NH:6][NH2:10])=[C:4]([CH3:9])[CH:3]=1. The yield is 0.710. (4) The reactants are [CH2:1]([S:3]([C:6]1[CH:7]=[C:8]([C:12]2[CH:20]=[C:19]([C:21]#[N:22])[CH:18]=[C:17]3[C:13]=2[C:14]2[CH:26]=[C:25]([CH3:27])[CH:24]=[N:23][C:15]=2[NH:16]3)[CH:9]=[CH:10][CH:11]=1)(=[O:5])=[O:4])[CH3:2].[OH-:28].[K+].Cl. The catalyst is O1CCOCC1.OO. The product is [CH2:1]([S:3]([C:6]1[CH:7]=[C:8]([C:12]2[CH:20]=[C:19]([C:21]([NH2:22])=[O:28])[CH:18]=[C:17]3[C:13]=2[C:14]2[CH:26]=[C:25]([CH3:27])[CH:24]=[N:23][C:15]=2[NH:16]3)[CH:9]=[CH:10][CH:11]=1)(=[O:5])=[O:4])[CH3:2]. The yield is 0.470. (5) The reactants are [H-].[Na+].[CH2:3]1[N:14]2[C:15]3[CH:7]([CH2:8][CH2:9][C:10](=[O:16])[C:11]=3[CH:12]=[CH:13]2)[CH2:6][NH:5][CH2:4]1.I[CH3:18]. The catalyst is CN(C)C=O. The product is [CH3:18][CH:9]1[CH2:8][CH:7]2[CH2:6][NH:5][CH2:4][CH2:3][N:14]3[C:15]2=[C:11]([CH:12]=[CH:13]3)[C:10]1=[O:16]. The yield is 0.740. (6) The reactants are [CH2:1]([N:8]1[CH:30]=[N:29][C:28]2[N:13]([C@@H:14]3[O:27][C@H:17]([CH2:18][O:19][CH2:20][C:21]4[CH:26]=[CH:25][CH:24]=[CH:23][CH:22]=4)[CH:16]=[CH:15]3)[CH:12]=[N:11][C:10]=2[C:9]1=[O:31])[C:2]1[CH:7]=[CH:6][CH:5]=[CH:4][CH:3]=1.[H][H]. The catalyst is [C].[Pd].CO. The product is [CH2:1]([N:8]1[CH:30]=[N:29][C:28]2[N:13]([C@@H:14]3[O:27][C@H:17]([CH2:18][O:19][CH2:20][C:21]4[CH:26]=[CH:25][CH:24]=[CH:23][CH:22]=4)[CH2:16][CH2:15]3)[CH:12]=[N:11][C:10]=2[C:9]1=[O:31])[C:2]1[CH:7]=[CH:6][CH:5]=[CH:4][CH:3]=1. The yield is 0.900. (7) The reactants are [NH2:1][C:2]1[C:11]2[C:6](=[C:7](Br)[CH:8]=[CH:9][CH:10]=2)[N:5]=[N:4][C:3]=1[C:13]([NH:15][CH:16]1[CH2:18][CH2:17]1)=[O:14].[CH3:19][O:20][C:21]1[CH:26]=[CH:25][N:24]=[CH:23][C:22]=1B(O)O. No catalyst specified. The product is [NH2:1][C:2]1[C:11]2[C:6](=[C:7]([C:22]3[CH:23]=[N:24][CH:25]=[CH:26][C:21]=3[O:20][CH3:19])[CH:8]=[CH:9][CH:10]=2)[N:5]=[N:4][C:3]=1[C:13]([NH:15][CH:16]1[CH2:18][CH2:17]1)=[O:14]. The yield is 0.330.